The task is: Predict the reactants needed to synthesize the given product.. This data is from Full USPTO retrosynthesis dataset with 1.9M reactions from patents (1976-2016). (1) Given the product [Cl:11][C:4]1[N:3]=[C:2]([NH:15][CH2:12][CH:13]=[CH2:14])[C:7]([N+:8]([O-:10])=[O:9])=[CH:6][CH:5]=1, predict the reactants needed to synthesize it. The reactants are: Cl[C:2]1[C:7]([N+:8]([O-:10])=[O:9])=[CH:6][CH:5]=[C:4]([Cl:11])[N:3]=1.[CH2:12]([NH2:15])[CH:13]=[CH2:14]. (2) The reactants are: Br[C:2]1[C:7]([CH3:8])=[CH:6][N:5]=[CH:4][C:3]=1[CH3:9].[C:10](=O)([O-:12])[O-:11].[Cs+].[Cs+].[CH3:16][N:17]1[C:25]2[C:20](=[CH:21][CH:22]=[C:23](B3OC(C)(C)C(C)(C)O3)[CH:24]=2)[C:19]([CH3:36])([CH3:35])[C:18]1=[O:37]. Given the product [CH:10]([OH:12])=[O:11].[CH3:9][C:3]1[CH:4]=[N:5][CH:6]=[C:7]([CH3:8])[C:2]=1[C:23]1[CH:24]=[C:25]2[C:20]([C:19]([CH3:36])([CH3:35])[C:18](=[O:37])[N:17]2[CH3:16])=[CH:21][CH:22]=1, predict the reactants needed to synthesize it. (3) Given the product [NH2:8][C:9]1[S:10][C:11]2[CH:17]=[C:16]([O:18][S:19]([C:22]3[S:23][CH:24]=[CH:25][CH:26]=3)(=[O:21])=[O:20])[CH:15]=[CH:14][C:12]=2[N:13]=1, predict the reactants needed to synthesize it. The reactants are: C(OC([NH:8][C:9]1[S:10][C:11]2[CH:17]=[C:16]([O:18][S:19]([C:22]3[S:23][CH:24]=[CH:25][CH:26]=3)(=[O:21])=[O:20])[CH:15]=[CH:14][C:12]=2[N:13]=1)=O)(C)(C)C.FC(F)(F)C(O)=O. (4) Given the product [Cl:13][CH2:1][C:2]1[C:7]([C:8]#[N:9])=[CH:6][N:5]=[CH:4][CH:3]=1, predict the reactants needed to synthesize it. The reactants are: [CH3:1][C:2]1[C:7]([C:8]#[N:9])=[CH:6][N:5]=[CH:4][CH:3]=1.S(Cl)([Cl:13])(=O)=O.C(Cl)Cl.